This data is from Forward reaction prediction with 1.9M reactions from USPTO patents (1976-2016). The task is: Predict the product of the given reaction. (1) Given the reactants [O:1]=[S:2]1(=[O:62])[CH2:7][CH2:6][N:5]([CH2:8][CH:9]([NH:14][C@:15]23[CH2:58][CH2:57][C@@H:56]([C:59]([CH3:61])=[CH2:60])[C@@H:16]2[C@@H:17]2[C@@:30]([CH3:33])([CH2:31][CH2:32]3)[C@@:29]3([CH3:34])[C@@H:20]([C@:21]4([CH3:55])[C@@H:26]([CH2:27][CH2:28]3)[C:25]([CH3:36])([CH3:35])[C:24]([C:37]3[CH2:42][CH2:41][C@@:40]([CH2:53][F:54])([C:43]([O:45]CC5C=CC=CC=5)=[O:44])[CH2:39][CH:38]=3)=[CH:23][CH2:22]4)[CH2:19][CH2:18]2)[C:10]([F:13])([F:12])[F:11])[CH2:4][CH2:3]1.[CH3:63][OH:64].[OH-:65].[Li+].O=S1(=O)CCN(CC(N[C@]23CC[C@@H](C(C)=C)[C@@H]2[C@@H]2[C@@](C)(CC3)[C@@]3(C)[C@@H]([C@]4(C)[C@@H](CC3)C(C)(C)C(C3CC[C@@](CF)(C(O)=O)CC=3)=CC4)CC2)[C:76]([F:79])([F:78])[F:77])CC1, predict the reaction product. The product is: [O:62]=[S:2]1(=[O:1])[CH2:3][CH2:4][N:5]([CH2:8][CH:9]([NH:14][C@:15]23[CH2:58][CH2:57][C@@H:56]([C:59]([CH3:61])=[CH2:60])[C@@H:16]2[C@@H:17]2[C@@:30]([CH3:33])([CH2:31][CH2:32]3)[C@@:29]3([CH3:34])[C@@H:20]([C@:21]4([CH3:55])[C@@H:26]([CH2:27][CH2:28]3)[C:25]([CH3:36])([CH3:35])[C:24]([C:37]3[CH2:42][CH2:41][C@@:40]([CH2:53][F:54])([C:43]([OH:45])=[O:44])[CH2:39][CH:38]=3)=[CH:23][CH2:22]4)[CH2:19][CH2:18]2)[C:10]([F:11])([F:12])[F:13])[CH2:6][CH2:7]1.[C:63]([OH:65])([C:76]([F:79])([F:78])[F:77])=[O:64]. (2) Given the reactants [NH:1]1[CH2:4][CH:3]([CH2:5][CH2:6][N:7]([S:31]([CH3:34])(=[O:33])=[O:32])[C:8]2[C:9]([CH:28]3[CH2:30][CH2:29]3)=[CH:10][C:11]3[C:15]([CH:16]=2)=[N:14][N:13]([C:17]2[CH:22]=[CH:21][C:20]([Cl:23])=[CH:19][CH:18]=2)[C:12]=3[C:24]([NH:26][CH3:27])=[O:25])[CH2:2]1.[C:35](OC(=O)C)(=[O:37])[CH3:36].N1C=CC=CC=1, predict the reaction product. The product is: [C:35]([N:1]1[CH2:4][CH:3]([CH2:5][CH2:6][N:7]([S:31]([CH3:34])(=[O:33])=[O:32])[C:8]2[C:9]([CH:28]3[CH2:29][CH2:30]3)=[CH:10][C:11]3[C:15]([CH:16]=2)=[N:14][N:13]([C:17]2[CH:18]=[CH:19][C:20]([Cl:23])=[CH:21][CH:22]=2)[C:12]=3[C:24]([NH:26][CH3:27])=[O:25])[CH2:2]1)(=[O:37])[CH3:36]. (3) Given the reactants CS([C:4]1[N:9]=[CH:8][C:7]2=[CH:10][CH:11]=[C:12]([C:13]3[CH:18]=[CH:17][C:16]([CH3:19])=[CH:15][C:14]=3[N:20]([CH3:25])[S:21]([CH3:24])(=[O:23])=[O:22])[N:6]2[N:5]=1)=O.[OH-:26].[Na+].Cl, predict the reaction product. The product is: [OH:26][C:4]1[N:9]=[CH:8][C:7]2=[CH:10][CH:11]=[C:12]([C:13]3[CH:18]=[CH:17][C:16]([CH3:19])=[CH:15][C:14]=3[N:20]([CH3:25])[S:21]([CH3:24])(=[O:23])=[O:22])[N:6]2[N:5]=1. (4) Given the reactants [F:1][C:2]1[CH:25]=[CH:24][CH:23]=[CH:22][C:3]=1[CH2:4][N:5]1[C:9]([C:10]2[CH:14]=[CH:13][O:12][N:11]=2)=[CH:8][C:7]([C:15]2[N:20]=[C:19]([OH:21])[CH:18]=[CH:17][N:16]=2)=[N:6]1.[S:26]([Cl:30])(=O)(=[O:28])[OH:27], predict the reaction product. The product is: [F:1][C:2]1[CH:25]=[CH:24][CH:23]=[CH:22][C:3]=1[CH2:4][N:5]1[C:9]([C:10]2[CH:14]=[CH:13][O:12][N:11]=2)=[CH:8][C:7]([C:15]2[N:20]=[C:19]([OH:21])[C:18]([S:26]([Cl:30])(=[O:28])=[O:27])=[CH:17][N:16]=2)=[N:6]1. (5) Given the reactants [F:1][C:2]1[CH:7]=[C:6](I)[CH:5]=[CH:4][C:3]=1[N:9]1[CH:14]=[C:13]([O:15][CH3:16])[C:12](=[O:17])[C:11]([C:18]2[N:22]([C:23]3[CH:28]=[CH:27][CH:26]=[CH:25][CH:24]=3)[N:21]=[CH:20][CH:19]=2)=[N:10]1.[O:29]1[CH2:33][C:32](=O)[N:31]=[C-:30]1.N[C@@H]1CCCC[C@H]1N.[O-:43]P([O-])([O-])=O.[K+].[K+].[K+], predict the reaction product. The product is: [F:1][C:2]1[CH:7]=[C:6]([N:31]2[CH2:32][CH2:33][O:29][C:30]2=[O:43])[CH:5]=[CH:4][C:3]=1[N:9]1[CH:14]=[C:13]([O:15][CH3:16])[C:12](=[O:17])[C:11]([C:18]2[N:22]([C:23]3[CH:28]=[CH:27][CH:26]=[CH:25][CH:24]=3)[N:21]=[CH:20][CH:19]=2)=[N:10]1. (6) Given the reactants [NH2:1][C:2]1[C:7]([O:8][CH2:9][C:10]2[CH:15]=[CH:14][CH:13]=[CH:12][CH:11]=2)=[CH:6][CH:5]=[CH:4][N:3]=1.[CH3:16][C:17]([N+:24]#[C-:25])([CH3:23])[CH2:18][C:19]([CH3:22])([CH3:21])[CH3:20].[CH:26](=[O:28])[CH3:27].[C:29]([Cl:32])(=O)[CH3:30], predict the reaction product. The product is: [Cl-:32].[C:26]([N+:1]1[C:29]([CH3:30])=[C:25]([NH:24][C:17]([CH3:23])([CH3:16])[CH2:18][C:19]([CH3:22])([CH3:21])[CH3:20])[N:3]2[CH:4]=[CH:5][CH:6]=[C:7]([O:8][CH2:9][C:10]3[CH:11]=[CH:12][CH:13]=[CH:14][CH:15]=3)[C:2]=12)(=[O:28])[CH3:27].